The task is: Predict the reactants needed to synthesize the given product.. This data is from Full USPTO retrosynthesis dataset with 1.9M reactions from patents (1976-2016). (1) The reactants are: Br[C:2]1[CH:23]=[C:22]([O:24][CH3:25])[C:5]2[N:6]([CH2:18][CH2:19][O:20][CH3:21])[C:7]([C:9]3[CH:14]=[CH:13][C:12]([CH:15]([CH3:17])[CH3:16])=[CH:11][CH:10]=3)=[N:8][C:4]=2[CH:3]=1.[Li]CCCC.[F:31]N(S(C1C=CC=CC=1)(=O)=O)S(C1C=CC=CC=1)(=O)=O. Given the product [F:31][C:2]1[CH:23]=[C:22]([O:24][CH3:25])[C:5]2[N:6]([CH2:18][CH2:19][O:20][CH3:21])[C:7]([C:9]3[CH:14]=[CH:13][C:12]([CH:15]([CH3:17])[CH3:16])=[CH:11][CH:10]=3)=[N:8][C:4]=2[CH:3]=1, predict the reactants needed to synthesize it. (2) The reactants are: Br[C:2]1[CH:3]=[C:4]2[C:8](=[C:9]([CH3:11])[CH:10]=1)[C:7](=[O:12])[N:6]([CH2:13][C:14]1[CH:19]=[CH:18][C:17]([O:20][C:21]([F:24])([F:23])[F:22])=[CH:16][CH:15]=1)[CH2:5]2.C(P(C(C)(C)C)C1C=CC2C(=CC=CC=2)C=1C1C2C(=CC=CC=2)C=CC=1)(C)(C)C.C(=O)([O-])[O-].[Cs+].[Cs+].[F:60][CH:61]([F:64])[CH2:62][OH:63]. Given the product [F:60][CH:61]([F:64])[CH2:62][O:63][C:2]1[CH:3]=[C:4]2[C:8](=[C:9]([CH3:11])[CH:10]=1)[C:7](=[O:12])[N:6]([CH2:13][C:14]1[CH:19]=[CH:18][C:17]([O:20][C:21]([F:24])([F:23])[F:22])=[CH:16][CH:15]=1)[CH2:5]2, predict the reactants needed to synthesize it. (3) Given the product [O:19]([C:12]1[C:4]([N+:1]([O-:3])=[O:2])=[C:5]([CH:9]=[CH:10][CH:11]=1)[C:6]([OH:8])=[O:7])[C:13]1[CH:18]=[CH:17][CH:16]=[CH:15][CH:14]=1, predict the reactants needed to synthesize it. The reactants are: [N+:1]([C:4]1[CH:12]=[CH:11][CH:10]=[CH:9][C:5]=1[C:6]([OH:8])=[O:7])([O-:3])=[O:2].[C:13]1([OH:19])[CH:18]=[CH:17][CH:16]=[CH:15][CH:14]=1.